This data is from Catalyst prediction with 721,799 reactions and 888 catalyst types from USPTO. The task is: Predict which catalyst facilitates the given reaction. (1) Reactant: [CH:1]([NH:3][C:4]1[CH:8]=[CH:7][S:6][CH:5]=1)=[O:2].[I:9]N1C(=O)CCC1=O. Product: [I:9][C:5]1[S:6][CH:7]=[CH:8][C:4]=1[NH:3][CH:1]=[O:2]. The catalyst class is: 717. (2) Reactant: [N:1]1[C:10]2[C:5](=[N:6][CH:7]=[CH:8][N:9]=2)[C:4]([NH:11][CH2:12][CH2:13][C:14]2[CH:19]=[CH:18][C:17]([OH:20])=[CH:16][CH:15]=2)=[N:3][CH:2]=1.[F:21][C:22]1[C:27]([F:28])=[C:26]([C:29]([F:32])([F:31])[F:30])[C:25]([F:33])=[C:24](F)[N:23]=1.CCN(CC)CC. Product: [N:1]1[C:10]2[C:5](=[N:6][CH:7]=[CH:8][N:9]=2)[C:4]([NH:11][CH2:12][CH2:13][C:14]2[CH:19]=[CH:18][C:17]([O:20][C:24]3[C:25]([F:33])=[C:26]([C:29]([F:31])([F:32])[F:30])[C:27]([F:28])=[C:22]([F:21])[N:23]=3)=[CH:16][CH:15]=2)=[N:3][CH:2]=1. The catalyst class is: 3. (3) Reactant: [CH3:1][C:2]1[CH:10]=[C:9]2[C:5]([CH2:6][CH2:7][CH:8]2[NH2:11])=[CH:4][CH:3]=1.[NH:12]1[CH2:16][CH2:15][N:14]=[C:13]1S(O)(=O)=O. Product: [NH:14]1[CH2:15][CH2:16][N:12]=[C:13]1[NH:11][CH:8]1[C:9]2[C:5](=[CH:4][CH:3]=[C:2]([CH3:1])[CH:10]=2)[CH2:6][CH2:7]1. The catalyst class is: 868. (4) Reactant: Cl[C:2]1[N:7]=[CH:6][N:5]=[C:4]([NH:8][CH3:9])[N:3]=1.[Na+].[I-].[CH2:12]([N:15]1[CH2:20][CH2:19][N:18]([C:21]2[CH:27]=[CH:26][C:24]([NH2:25])=[CH:23][CH:22]=2)[CH2:17][CH2:16]1)[CH2:13]C.[CH2:28](N(C(C)C)C(C)C)C. Product: [CH3:9][NH:8][C:4]1[N:3]=[C:2]([NH:25][C:24]2[CH:23]=[CH:22][C:21]([N:18]3[CH2:17][CH2:16][N:15]([CH:12]([CH3:13])[CH3:28])[CH2:20][CH2:19]3)=[CH:27][CH:26]=2)[N:7]=[CH:6][N:5]=1. The catalyst class is: 14. (5) Reactant: [F:1][C:2]([F:20])([CH2:16][CH2:17][CH:18]=C)[CH2:3][CH2:4][O:5][CH2:6][CH2:7][CH2:8][CH2:9][C:10]1[CH:15]=[CH:14][CH:13]=[CH:12][CH:11]=1.I([O-])(=O)(=O)=[O:22].[Na+]. Product: [F:1][C:2]([F:20])([CH2:3][CH2:4][O:5][CH2:6][CH2:7][CH2:8][CH2:9][C:10]1[CH:15]=[CH:14][CH:13]=[CH:12][CH:11]=1)[CH2:16][CH2:17][CH:18]=[O:22]. The catalyst class is: 822. (6) Reactant: CNCCC(OC1C=CC(C(F)(F)F)=CC=1)C1C=CC=CC=1.[Cl:23][CH2:24][CH2:25][C@@H:26]([C:28]1[CH:33]=[CH:32][CH:31]=[CH:30][CH:29]=1)[OH:27].[F:34][C:35]1[CH:36]=[C:37](O)[CH:38]=[CH:39][CH:40]=1.N(C(OCC)=O)=NC(OCC)=O.C1(P(C2C=CC=CC=2)C2C=CC=CC=2)C=CC=CC=1. Product: [F:34][C:35]1[CH:40]=[C:39]([CH:38]=[CH:37][CH:36]=1)[O:27][C@@H:26]([C:28]1[CH:33]=[CH:32][CH:31]=[CH:30][CH:29]=1)[CH2:25][CH2:24][Cl:23]. The catalyst class is: 165.